From a dataset of Peptide-MHC class I binding affinity with 185,985 pairs from IEDB/IMGT. Regression. Given a peptide amino acid sequence and an MHC pseudo amino acid sequence, predict their binding affinity value. This is MHC class I binding data. The peptide sequence is DIIDLLLPST. The MHC is HLA-A02:03 with pseudo-sequence HLA-A02:03. The binding affinity (normalized) is 0.187.